This data is from Reaction yield outcomes from USPTO patents with 853,638 reactions. The task is: Predict the reaction yield, written as a fraction of the theoretical maximum amount of product (1.0 means a 100% yield; for example, 0.34 means a 34% yield). The reactants are Cl.[NH:2]1[CH2:5][CH2:4][C@H:3]1[CH2:6][NH:7][C:8]([C:10]1[CH:11]=[CH:12][CH:13]=[C:14]2[O:18][CH:17]=[CH:16][C:15]=12)=[O:9].CCN(C(C)C)C(C)C.[CH3:28][O:29][C:30]1[CH:38]=[CH:37][CH:36]=[CH:35][C:31]=1[C:32](Cl)=[O:33].CC(=O)OCC.CCCCCCC. The catalyst is CN(C=O)C.CC(=O)OCC. The product is [CH3:28][O:29][C:30]1[CH:38]=[CH:37][CH:36]=[CH:35][C:31]=1[C:32]([N:2]1[CH2:5][CH2:4][C@H:3]1[CH2:6][NH:7][C:8]([C:10]1[CH:11]=[CH:12][CH:13]=[C:14]2[O:18][CH:17]=[CH:16][C:15]=12)=[O:9])=[O:33]. The yield is 0.460.